From a dataset of Catalyst prediction with 721,799 reactions and 888 catalyst types from USPTO. Predict which catalyst facilitates the given reaction. (1) Reactant: Br[C:2]1[CH:3]=[CH:4][C:5](=[O:9])[N:6]([CH3:8])[CH:7]=1.C1(P(C2CCCCC2)C2CCCCC2)CCCCC1.CC1(C)C(C)(C)[O:33][B:32](B2OC(C)(C)C(C)(C)O2)[O:31]1.C([O-])(=O)C.[K+].Cl. Product: [CH3:8][N:6]1[C:5](=[O:9])[CH:4]=[CH:3][C:2]([B:32]([OH:33])[OH:31])=[CH:7]1. The catalyst class is: 110. (2) Reactant: [C:1]([O:5][C:6]([N:8]1[CH2:13][CH2:12][N:11]2[N:14]=[C:15]([C:17]([F:20])([F:19])[F:18])[N:16]=[C:10]2[CH:9]1[CH2:21][OH:22])=[O:7])([CH3:4])([CH3:3])[CH3:2].C(N(CC)CC)C.[CH3:30][S:31](Cl)(=[O:33])=[O:32].C(=O)(O)[O-].[Na+]. Product: [C:1]([O:5][C:6]([N:8]1[CH2:13][CH2:12][N:11]2[N:14]=[C:15]([C:17]([F:18])([F:20])[F:19])[N:16]=[C:10]2[CH:9]1[CH2:21][O:22][S:31]([CH3:30])(=[O:33])=[O:32])=[O:7])([CH3:4])([CH3:3])[CH3:2]. The catalyst class is: 4. (3) Reactant: Cl[C:2]1[C:7]([C:8]([OH:10])=[O:9])=[CH:6][N:5]=[CH:4][CH:3]=1.[NH2:11][C:12]1[CH:17]=[CH:16][CH:15]=[CH:14][CH:13]=1. Product: [C:12]1([NH:11][C:2]2[C:7]([C:8]([OH:10])=[O:9])=[CH:6][N:5]=[CH:4][CH:3]=2)[CH:17]=[CH:16][CH:15]=[CH:14][CH:13]=1. The catalyst class is: 23. (4) Reactant: Br[CH:2]1[CH2:11][CH2:10][C:9]2[CH:8]=[N:7][C:6]([Cl:12])=[CH:5][C:4]=2[C:3]1=O.[O:14]=[C:15]1[CH2:20][C:19](=O)[CH2:18][CH2:17][N:16]1[C:22]([O:24][C:25]([CH3:28])([CH3:27])[CH3:26])=[O:23].C([O-])(=O)C.[NH4+:33]. Product: [Cl:12][C:6]1[N:7]=[CH:8][C:9]2[CH2:10][CH2:11][C:2]3[C:20]4[C:15](=[O:14])[N:16]([C:22]([O:24][C:25]([CH3:28])([CH3:27])[CH3:26])=[O:23])[CH2:17][CH2:18][C:19]=4[NH:33][C:3]=3[C:4]=2[CH:5]=1. The catalyst class is: 254. (5) Reactant: Cl.[NH2:2][C:3]1[C:4]([C:8]([O:10][CH3:11])=[O:9])=[CH:5][S:6][CH:7]=1.[C:12](Cl)(Cl)=[S:13].C(=O)(O)[O-].[Na+]. Product: [N:2]([C:3]1[C:4]([C:8]([O:10][CH3:11])=[O:9])=[CH:5][S:6][CH:7]=1)=[C:12]=[S:13]. The catalyst class is: 229. (6) Reactant: [O:1]1[C:6]2[CH:7]=[CH:8][CH:9]=[CH:10][C:5]=2[NH:4][C:3](=[O:11])[CH2:2]1.[Cl-].[Cl-].[Cl-].[Al+3].[F:16][C:17]1[CH:22]=[C:21]([F:23])[CH:20]=[CH:19][C:18]=1[CH2:24][C:25](Cl)=[O:26].C(OC(C)C)(C)C.Cl. Product: [F:16][C:17]1[CH:22]=[C:21]([F:23])[CH:20]=[CH:19][C:18]=1[CH2:24][C:25]([C:9]1[CH:8]=[CH:7][C:6]2[O:1][CH2:2][C:3](=[O:11])[NH:4][C:5]=2[CH:10]=1)=[O:26]. The catalyst class is: 641. (7) Reactant: [N:1]1([CH2:6][CH2:7][CH2:8][C:9]([OH:11])=O)[CH2:5][CH2:4][CH2:3][CH2:2]1.C(N(CC)C(C)C)(C)C.[CH3:21][C:22]1[C:26]([C:27]2[CH:32]=[CH:31][CH:30]=[CH:29][C:28]=2[CH3:33])=[N:25][NH:24][C:23]=1[NH2:34]. Product: [CH3:21][C:22]1[C:26]([C:27]2[CH:32]=[CH:31][CH:30]=[CH:29][C:28]=2[CH3:33])=[N:25][NH:24][C:23]=1[NH:34][C:9](=[O:11])[CH2:8][CH2:7][CH2:6][N:1]1[CH2:2][CH2:3][CH2:4][CH2:5]1. The catalyst class is: 26. (8) Product: [Cl:1][C:2]1[CH:7]=[N:6][C:5]([N:8]2[CH2:9][CH2:10][CH:11]([C@H:14]3[CH2:16][C@H:15]3[CH2:17][CH2:18][O:19][C:20]3[CH:25]=[CH:24][C:23]([CH2:26][C:27]([NH:33][C:31]#[CH:32])=[O:29])=[C:22]([F:30])[CH:21]=3)[CH2:12][CH2:13]2)=[N:4][CH:3]=1. The catalyst class is: 384. Reactant: [Cl:1][C:2]1[CH:3]=[N:4][C:5]([N:8]2[CH2:13][CH2:12][CH:11]([C@H:14]3[CH2:16][C@H:15]3[CH2:17][CH2:18][O:19][C:20]3[CH:25]=[CH:24][C:23]([CH2:26][C:27]([OH:29])=O)=[C:22]([F:30])[CH:21]=3)[CH2:10][CH2:9]2)=[N:6][CH:7]=1.[C:31]([NH2:33])#[CH:32].C1C=CC2N(O)N=NC=2C=1.C(Cl)CCl. (9) Reactant: [N+:1]([C:4]1[CH:5]=[C:6]([CH2:10][CH2:11]OS(C)(=O)=O)[CH:7]=[CH:8][CH:9]=1)([O-])=O.C(=O)([O-])[O-].[Cs+].[Cs+].[NH:23]1[CH2:28][CH2:27][S:26](=[O:30])(=[O:29])[CH2:25][CH2:24]1. Product: [O:29]=[S:26]1(=[O:30])[CH2:27][CH2:28][N:23]([CH2:11][CH2:10][C:6]2[CH:5]=[C:4]([NH2:1])[CH:9]=[CH:8][CH:7]=2)[CH2:24][CH2:25]1. The catalyst class is: 18. (10) Reactant: [CH3:1][C:2]1[C:8]([CH3:9])=[CH:7][CH:6]=[CH:5][C:3]=1[NH2:4].[C:10]([O:15][CH2:16][CH3:17])(=[O:14])[C:11]([CH3:13])=O.S([O-])([O-])(=O)=O.[Mg+2].NC1C=CC=CC=1.C(O[BH-](OC(=O)C)OC(=O)C)(=O)C.[Na+].C(=O)(O)[O-].[Na+]. Product: [CH3:1][C:2]1[C:8]([CH3:9])=[CH:7][CH:6]=[CH:5][C:3]=1[NH:4][CH:11]([CH3:13])[C:10]([O:15][CH2:16][CH3:17])=[O:14]. The catalyst class is: 614.